The task is: Binary Classification. Given a drug SMILES string, predict its activity (active/inactive) in a high-throughput screening assay against a specified biological target.. This data is from KCNQ2 potassium channel screen with 302,405 compounds. (1) The molecule is Clc1cc2[n+](c(n(c2cc1Cl)CC)C)CCOC(=O)C. The result is 0 (inactive). (2) The drug is O1C23OC(=N)C(C2CCCC3)(C(C1CC)(C#N)C#N)C#N. The result is 0 (inactive). (3) The drug is S(=O)(=O)(N1CCOCC1)c1cc2c(N(C(=O)C2)CC)cc1. The result is 0 (inactive). (4) The result is 0 (inactive). The drug is n1c2c(c(CCC)c3c1cccc3)cccc2. (5) The compound is Clc1c(cc(OCCOCCNC(CC)C)cc1C)C. The result is 0 (inactive). (6) The compound is s1c(n2nc(cc2C(F)(F)F)C)nc(c2n(CC)c(=S)[nH]n2)c1. The result is 0 (inactive).